The task is: Predict the reactants needed to synthesize the given product.. This data is from Full USPTO retrosynthesis dataset with 1.9M reactions from patents (1976-2016). (1) The reactants are: [Cl:1][C:2]1[CH:3]=[C:4]([CH:7]=[CH:8][CH:9]=1)[CH2:5]Br.[C:10](=[O:13])([O-])[O-].[K+].[K+].[CH3:16][C:17]([CH3:19])=[O:18]. Given the product [Cl:1][C:2]1[CH:3]=[C:4]([CH:7]=[CH:8][CH:9]=1)[CH2:5][O:18][C:17]1[CH:19]=[C:7]2[C:4]([CH2:3][CH2:2][CH2:9][C:10]2=[O:13])=[CH:5][CH:16]=1, predict the reactants needed to synthesize it. (2) Given the product [Cl:1][C:2]1[N:7]=[C:6]([NH2:8])[N:5]=[C:4]2[N:9]([CH2:29][C:21]3[C:22]([CH3:28])=[C:23]([O:26][CH3:27])[C:24]([CH3:25])=[C:19]([Cl:18])[N:20]=3)[N:10]=[CH:11][C:3]=12, predict the reactants needed to synthesize it. The reactants are: [Cl:1][C:2]1[N:7]=[C:6]([NH2:8])[N:5]=[C:4]2[NH:9][N:10]=[CH:11][C:3]=12.C([O-])([O-])=O.[Cs+].[Cs+].[Cl:18][C:19]1[C:24]([CH3:25])=[C:23]([O:26][CH3:27])[C:22]([CH3:28])=[C:21]([CH2:29]Cl)[N:20]=1. (3) Given the product [Cl:16][C:17]1[CH:18]=[C:19]([CH:23]=[C:24]([O:26][C:27]([F:30])([F:29])[F:28])[CH:25]=1)[C:20]([N:2]([CH3:1])[C:3]1[CH:4]=[N:5][CH:6]=[CH:7][C:8]=1[C:9]1[CH:14]=[CH:13][CH:12]=[CH:11][C:10]=1[CH3:15])=[O:22], predict the reactants needed to synthesize it. The reactants are: [CH3:1][NH:2][C:3]1[CH:4]=[N:5][CH:6]=[CH:7][C:8]=1[C:9]1[CH:14]=[CH:13][CH:12]=[CH:11][C:10]=1[CH3:15].[Cl:16][C:17]1[CH:18]=[C:19]([CH:23]=[C:24]([O:26][C:27]([F:30])([F:29])[F:28])[CH:25]=1)[C:20]([OH:22])=O. (4) Given the product [C@@H:6]1([C:24]2[CH:29]=[CH:28][C:27]([Cl:30])=[C:26]([CH2:31][C:32]3[S:33][C:34]([C:43]4[CH:48]=[CH:47][CH:46]=[C:45]([O:49][CH3:50])[N:44]=4)=[CH:35][CH:36]=3)[CH:25]=2)[O:7][C@H:8]([CH2:19][OH:20])[C@@H:9]([OH:15])[C@H:10]([OH:11])[C@H:5]1[OH:4], predict the reactants needed to synthesize it. The reactants are: C([O:4][C@@H:5]1[C@@H:10]([O:11]C(=O)C)[C@H:9]([O:15]C(=O)C)[C@@H:8]([CH2:19][O:20]C(=O)C)[O:7][C@H:6]1[C:24]1[CH:29]=[CH:28][C:27]([Cl:30])=[C:26]([CH2:31][C:32]2[S:33][C:34](Br)=[CH:35][CH:36]=2)[CH:25]=1)(=O)C.C([Sn](CCCC)(CCCC)[C:43]1[CH:48]=[CH:47][CH:46]=[C:45]([O:49][CH3:50])[N:44]=1)CCC.BrC1C=CC(=O)N(CC2C=CC(CC)=CC=2)C=1. (5) Given the product [CH3:1][O:2][C:3](=[O:36])[C:4]([CH3:5])([O:7][C:8]1[CH:13]=[CH:12][C:11]([CH2:14][CH2:15][CH2:16][CH:17]2[CH2:21][NH:20][C:19](=[O:33])[N:18]2[CH3:34])=[CH:10][C:9]=1[CH3:35])[CH3:6], predict the reactants needed to synthesize it. The reactants are: [CH3:1][O:2][C:3](=[O:36])[C:4]([O:7][C:8]1[CH:13]=[CH:12][C:11]([CH2:14][CH2:15][CH2:16][CH:17]2[CH2:21][N:20](CC3C=CC(C(C)(C)C)=CC=3)[C:19](=[O:33])[N:18]2[CH3:34])=[CH:10][C:9]=1[CH3:35])([CH3:6])[CH3:5]. (6) Given the product [Cl:32][C:31]1[C:30]([N:15]2[CH2:14][CH2:13][CH:12]([C:5]3[CH:6]=[C:7]([F:11])[C:8]([F:10])=[CH:9][C:4]=3[O:3][CH:2]([F:1])[F:18])[CH2:17][CH2:16]2)=[CH:29][N:28]=[N:27][C:26]=1[NH:35][NH2:36], predict the reactants needed to synthesize it. The reactants are: [F:1][CH:2]([F:18])[O:3][C:4]1[CH:9]=[C:8]([F:10])[C:7]([F:11])=[CH:6][C:5]=1[CH:12]1[CH2:17][CH2:16][NH:15][CH2:14][CH2:13]1.C(=O)([O-])[O-].[K+].[K+].Cl[C:26]1[N:27]=[N:28][CH:29]=[C:30](Cl)[C:31]=1[Cl:32].O.[NH2:35][NH2:36]. (7) Given the product [CH3:1][C:2]1([C:8]([C:10]2[C:18]3[C:13](=[N:14][CH:15]=[C:16]([C:19]4[CH:20]=[C:21]([N:25]5[CH2:30][CH2:29][N:28]([C:31](=[O:33])[CH3:32])[CH2:27][CH2:26]5)[CH:22]=[CH:23][CH:24]=4)[N:17]=3)[NH:12][CH:11]=2)=[O:9])[CH2:7][CH2:6][CH2:5][CH2:4][CH2:3]1, predict the reactants needed to synthesize it. The reactants are: [CH3:1][C:2]1([C:8]([C:10]2[C:18]3[C:13](=[N:14][CH:15]=[C:16]([C:19]4[CH:24]=[CH:23][CH:22]=[C:21]([N:25]5[CH2:30][CH2:29][NH:28][CH2:27][CH2:26]5)[CH:20]=4)[N:17]=3)[NH:12][CH:11]=2)=[O:9])[CH2:7][CH2:6][CH2:5][CH2:4][CH2:3]1.[C:31](OC(=O)C)(=[O:33])[CH3:32].[OH-].[Na+].